Dataset: Full USPTO retrosynthesis dataset with 1.9M reactions from patents (1976-2016). Task: Predict the reactants needed to synthesize the given product. (1) Given the product [C:32]([O:31][C@@H:29]([C:25]1[CH:24]=[CH:23][C:22]2[C:27](=[CH:28][C:19](/[CH:14]=[CH:13]/[C:9]([CH:7]([O:6][Si:5]([C:1]([CH3:4])([CH3:3])[CH3:2])([CH3:17])[CH3:16])[CH3:8])([CH3:15])[C:10]([OH:12])=[O:11])=[CH:20][CH:21]=2)[N:26]=1)[CH3:30])(=[O:34])[CH3:33], predict the reactants needed to synthesize it. The reactants are: [C:1]([Si:5]([CH3:17])([CH3:16])[O:6][CH:7]([C:9]([CH3:15])([CH:13]=[CH2:14])[C:10]([OH:12])=[O:11])[CH3:8])([CH3:4])([CH3:3])[CH3:2].Br[C:19]1[CH:28]=[C:27]2[C:22]([CH:23]=[CH:24][C:25]([C@H:29]([O:31][C:32](=[O:34])[CH3:33])[CH3:30])=[N:26]2)=[CH:21][CH:20]=1.C1(C)C=CC=CC=1P(C1C=CC=CC=1C)C1C=CC=CC=1C.C1(CNCC2CCCCC2)CCCCC1. (2) Given the product [Cl:1][C:2]1[CH:3]=[C:4]([CH:8]([OH:10])[CH3:9])[CH:5]=[CH:6][CH:7]=1, predict the reactants needed to synthesize it. The reactants are: [Cl:1][C:2]1[CH:3]=[C:4]([C:8](=[O:10])[CH3:9])[CH:5]=[CH:6][CH:7]=1.C[O-].[K+]. (3) Given the product [CH3:8][N:5]1[CH2:4][CH2:3][C:2]([CH2:9][C:10]([O:12][CH2:13][CH3:14])=[O:11])([NH:1][C:23]([NH:22][C:25]2[CH:30]=[CH:29][C:28]([CH2:31][CH2:32][CH2:33][CH2:34][CH2:35][CH2:36][CH2:37][CH3:38])=[CH:27][CH:26]=2)=[O:24])[CH2:7][CH2:6]1, predict the reactants needed to synthesize it. The reactants are: [NH2:1][C:2]1([CH2:9][C:10]([O:12][CH2:13][CH3:14])=[O:11])[CH2:7][CH2:6][N:5]([CH3:8])[CH2:4][CH2:3]1.CCN(CC)CC.[N:22]([C:25]1[CH:30]=[CH:29][C:28]([CH2:31][CH2:32][CH2:33][CH2:34][CH2:35][CH2:36][CH2:37][CH3:38])=[CH:27][CH:26]=1)=[C:23]=[O:24]. (4) Given the product [C:9]([O:13][C:14](=[O:50])[NH:15][C@H:16]1[CH2:21][CH2:20][C@@H:19]([N:22]2[C:27](=[O:28])[C:26]3[CH:29]=[C:30]([F:33])[CH:31]=[N:32][C:25]=3[N:24]([C:34]3[CH:35]=[C:36]([C:2]4[CH:7]=[CH:6][CH:5]=[CH:4][C:3]=4[CH3:8])[CH:37]=[CH:38][CH:39]=3)[C:23]2=[O:49])[CH2:18][CH2:17]1)([CH3:12])([CH3:11])[CH3:10], predict the reactants needed to synthesize it. The reactants are: Br[C:2]1[CH:7]=[CH:6][CH:5]=[CH:4][C:3]=1[CH3:8].[C:9]([O:13][C:14](=[O:50])[NH:15][C@H:16]1[CH2:21][CH2:20][C@@H:19]([N:22]2[C:27](=[O:28])[C:26]3[CH:29]=[C:30]([F:33])[CH:31]=[N:32][C:25]=3[N:24]([C:34]3[CH:39]=[CH:38][CH:37]=[C:36](B4OC(C)(C)C(C)(C)O4)[CH:35]=3)[C:23]2=[O:49])[CH2:18][CH2:17]1)([CH3:12])([CH3:11])[CH3:10]. (5) Given the product [C:12]([NH:11][C:9]1[S:10][C:6]([C:4]([OH:5])=[O:3])=[C:7]([C:15]2[CH:20]=[CH:19][CH:18]=[CH:17][CH:16]=2)[N:8]=1)(=[O:14])[CH3:13], predict the reactants needed to synthesize it. The reactants are: C([O:3][C:4]([C:6]1[S:10][C:9]([NH:11][C:12](=[O:14])[CH3:13])=[N:8][C:7]=1[C:15]1[CH:20]=[CH:19][CH:18]=[CH:17][CH:16]=1)=[O:5])C.[OH-].[Na+].[Li+].[OH-].Cl. (6) Given the product [C:17]([O:21][C:22]([N:24]([C@H:26]1[CH2:30][CH2:29][N:28]([S:12]([C:7]2[C:6]3[C:5]([Cl:16])=[CH:4][N:3]=[C:2]([Cl:1])[C:11]=3[CH:10]=[CH:9][CH:8]=2)(=[O:14])=[O:13])[CH2:27]1)[CH3:25])=[O:23])([CH3:20])([CH3:18])[CH3:19].[OH:43][C:2]1[C:11]2[CH:10]=[CH:9][CH:8]=[C:7]([S:12]([N:58]3[CH2:59][CH2:60][C@H:56]([NH:54][CH3:52])[CH2:57]3)(=[O:14])=[O:13])[C:6]=2[C:5]([Cl:16])=[CH:4][N:3]=1.[ClH:31], predict the reactants needed to synthesize it. The reactants are: [Cl:1][C:2]1[C:11]2[CH:10]=[CH:9][CH:8]=[C:7]([S:12](Cl)(=[O:14])=[O:13])[C:6]=2[C:5]([Cl:16])=[CH:4][N:3]=1.[C:17]([O:21][C:22]([N:24]([C@H:26]1[CH2:30][CH2:29][NH:28][CH2:27]1)[CH3:25])=[O:23])([CH3:20])([CH3:19])[CH3:18].[Cl:31]C1C2C=CC=C(S(Cl)(=O)=[O:43])C=2C(Br)=CN=1.C(O[C:52]([N:54]([CH:56]1[CH2:60][CH2:59][NH:58][CH2:57]1)C)=O)(C)(C)C. (7) Given the product [CH3:9][O:13][N:16]([CH3:15])[C:6]([CH:4]1[CH2:5][C:2](=[CH2:1])[CH2:3]1)=[O:8], predict the reactants needed to synthesize it. The reactants are: [CH2:1]=[C:2]1[CH2:5][CH:4]([C:6]([OH:8])=O)[CH2:3]1.[C:9](Cl)(=[O:13])C(Cl)=O.[CH3:15][N:16](C)C=O.C(N(CC)CC)C.